Task: Predict which catalyst facilitates the given reaction.. Dataset: Catalyst prediction with 721,799 reactions and 888 catalyst types from USPTO (1) Reactant: [CH3:1][C:2]1[C:7]([CH3:8])=[CH:6][C:5]([C:9]2[CH:14]=[CH:13][CH:12]=[CH:11][CH:10]=2)=[CH:4][C:3]=1[CH2:15][NH:16][C:17]1[C:18]([F:25])=[C:19]([OH:24])[CH:20]=[CH:21][C:22]=1[F:23].C([O-])([O-])=O.[Cs+].[Cs+].Br[CH2:33][C:34]([O:36][CH:37]([CH3:39])[CH3:38])=[O:35].O. Product: [CH3:1][C:2]1[C:7]([CH3:8])=[CH:6][C:5]([C:9]2[CH:14]=[CH:13][CH:12]=[CH:11][CH:10]=2)=[CH:4][C:3]=1[CH2:15][NH:16][C:17]1[C:18]([F:25])=[C:19]([CH:20]=[CH:21][C:22]=1[F:23])[O:24][CH2:33][C:34]([O:36][CH:37]([CH3:39])[CH3:38])=[O:35]. The catalyst class is: 21. (2) The catalyst class is: 15. Reactant: [C:1]([O-:4])(=[O:3])[CH3:2].[Na+:5]. Product: [C:1]([OH:4])(=[O:3])[CH3:2].[C:1]([O-:4])(=[O:3])[CH3:2].[Na+:5].